Dataset: Forward reaction prediction with 1.9M reactions from USPTO patents (1976-2016). Task: Predict the product of the given reaction. Given the reactants [OH:1][NH2:2].C(O[C:6](=[O:30])[CH2:7][CH2:8][CH2:9][CH2:10][CH2:11][CH2:12][N:13]([C:20]1[N:21]=[CH:22][C:23]2[C:28]([CH:29]=1)=[CH:27][CH:26]=[CH:25][CH:24]=2)[C:14]1[CH:19]=[CH:18][CH:17]=[CH:16][N:15]=1)C, predict the reaction product. The product is: [OH:1][NH:2][C:6](=[O:30])[CH2:7][CH2:8][CH2:9][CH2:10][CH2:11][CH2:12][N:13]([C:20]1[N:21]=[CH:22][C:23]2[C:28]([CH:29]=1)=[CH:27][CH:26]=[CH:25][CH:24]=2)[C:14]1[CH:19]=[CH:18][CH:17]=[CH:16][N:15]=1.